Dataset: NCI-60 drug combinations with 297,098 pairs across 59 cell lines. Task: Regression. Given two drug SMILES strings and cell line genomic features, predict the synergy score measuring deviation from expected non-interaction effect. (1) Drug 1: CCCS(=O)(=O)NC1=C(C(=C(C=C1)F)C(=O)C2=CNC3=C2C=C(C=N3)C4=CC=C(C=C4)Cl)F. Drug 2: CCCS(=O)(=O)NC1=C(C(=C(C=C1)F)C(=O)C2=CNC3=C2C=C(C=N3)C4=CC=C(C=C4)Cl)F. Cell line: SK-MEL-2. Synergy scores: CSS=5.25, Synergy_ZIP=9.56, Synergy_Bliss=11.4, Synergy_Loewe=5.40, Synergy_HSA=6.09. (2) Drug 1: CC(C)(C#N)C1=CC(=CC(=C1)CN2C=NC=N2)C(C)(C)C#N. Drug 2: CC12CCC3C(C1CCC2OP(=O)(O)O)CCC4=C3C=CC(=C4)OC(=O)N(CCCl)CCCl.[Na+]. Cell line: OVCAR-4. Synergy scores: CSS=6.35, Synergy_ZIP=6.62, Synergy_Bliss=7.89, Synergy_Loewe=-3.43, Synergy_HSA=-2.37.